Dataset: Catalyst prediction with 721,799 reactions and 888 catalyst types from USPTO. Task: Predict which catalyst facilitates the given reaction. (1) Reactant: C[O:2][C:3](=[O:12])[CH2:4][C:5]1[CH:6]=[N:7][CH:8]=[C:9](Br)[CH:10]=1.CC1(C)C(C)(C)OB([C:21]2[CH:22]=[CH:23][C:24]([N:27]3[CH2:32][CH2:31][CH:30]([O:33][C:34]4[CH:39]=[CH:38][CH:37]=[CH:36][C:35]=4[C:40]([F:43])([F:42])[F:41])[CH2:29][CH2:28]3)=[N:25][CH:26]=2)O1.C(=O)([O-])[O-].[Na+].[Na+]. Product: [F:43][C:40]([F:41])([F:42])[C:35]1[CH:36]=[CH:37][CH:38]=[CH:39][C:34]=1[O:33][CH:30]1[CH2:29][CH2:28][N:27]([C:24]2[N:25]=[CH:26][C:21]([C:9]3[CH:8]=[N:7][CH:6]=[C:5]([CH2:4][C:3]([OH:2])=[O:12])[CH:10]=3)=[CH:22][CH:23]=2)[CH2:32][CH2:31]1. The catalyst class is: 339. (2) Reactant: [Cl:1][C:2]1[N:7]=[C:6]([C:8]([OH:10])=O)[C:5]([C:11]([F:14])([F:13])[F:12])=[CH:4][CH:3]=1.[NH2:15][C:16]1[C:25]([CH3:26])=[CH:24][C:19]([C:20]([O:22][CH3:23])=[O:21])=[CH:18][C:17]=1[CH3:27].C(N(C(C)C)CC)(C)C.CCCP1(OP(CCC)(=O)OP(CCC)(=O)O1)=O. Product: [Cl:1][C:2]1[N:7]=[C:6]([C:8]([NH:15][C:16]2[C:17]([CH3:27])=[CH:18][C:19]([C:20]([O:22][CH3:23])=[O:21])=[CH:24][C:25]=2[CH3:26])=[O:10])[C:5]([C:11]([F:14])([F:13])[F:12])=[CH:4][CH:3]=1. The catalyst class is: 2. (3) Reactant: C[Si]([C:5]#[C:6][C:7]1[N:11]2[CH:12]=[CH:13][N:14]=[CH:15][C:10]2=[N:9][CH:8]=1)(C)C.C(OCC)(=O)C.C(=O)([O-])[O-].[K+].[K+]. Product: [C:6]([C:7]1[N:11]2[CH:12]=[CH:13][N:14]=[CH:15][C:10]2=[N:9][CH:8]=1)#[CH:5]. The catalyst class is: 5.